Dataset: Forward reaction prediction with 1.9M reactions from USPTO patents (1976-2016). Task: Predict the product of the given reaction. Given the reactants [F:1][C:2]1[CH:18]=[CH:17][C:5]([CH2:6][C:7]2[O:11][N:10]=[C:9]([C:12]([O:14]CC)=[O:13])[CH:8]=2)=[CH:4][CH:3]=1.C(O)C.[OH-].[Na+], predict the reaction product. The product is: [F:1][C:2]1[CH:3]=[CH:4][C:5]([CH2:6][C:7]2[O:11][N:10]=[C:9]([C:12]([OH:14])=[O:13])[CH:8]=2)=[CH:17][CH:18]=1.